This data is from Reaction yield outcomes from USPTO patents with 853,638 reactions. The task is: Predict the reaction yield, written as a fraction of the theoretical maximum amount of product (1.0 means a 100% yield; for example, 0.34 means a 34% yield). The reactants are Br[CH:2]([CH:18]([CH3:20])[CH3:19])[C:3]([N:5]1[CH2:10][CH2:9][CH:8]([C:11]2[CH:16]=[CH:15][C:14]([Cl:17])=[CH:13][CH:12]=2)[CH2:7][CH2:6]1)=[O:4].C([O-])([O-])=O.[K+].[K+].[C:27]1([C:33]2[N:34]=[N:35][NH:36][N:37]=2)[CH:32]=[CH:31][CH:30]=[CH:29][CH:28]=1. The catalyst is CC#N. The product is [Cl:17][C:14]1[CH:15]=[CH:16][C:11]([CH:8]2[CH2:9][CH2:10][N:5]([C:3](=[O:4])[CH:2]([N:35]3[N:36]=[N:37][C:33]([C:27]4[CH:32]=[CH:31][CH:30]=[CH:29][CH:28]=4)=[N:34]3)[CH:18]([CH3:20])[CH3:19])[CH2:6][CH2:7]2)=[CH:12][CH:13]=1. The yield is 0.210.